The task is: Regression. Given a peptide amino acid sequence and an MHC pseudo amino acid sequence, predict their binding affinity value. This is MHC class I binding data.. This data is from Peptide-MHC class I binding affinity with 185,985 pairs from IEDB/IMGT. (1) The peptide sequence is FIIFVLLAM. The MHC is HLA-B08:01 with pseudo-sequence HLA-B08:01. The binding affinity (normalized) is 0.0378. (2) The peptide sequence is WPTVRERM. The MHC is HLA-A23:01 with pseudo-sequence HLA-A23:01. The binding affinity (normalized) is 0. (3) The peptide sequence is KSLFNTVAVL. The MHC is HLA-A02:01 with pseudo-sequence HLA-A02:01. The binding affinity (normalized) is 1.00. (4) The peptide sequence is RPPGCTFPA. The MHC is HLA-A30:01 with pseudo-sequence HLA-A30:01. The binding affinity (normalized) is 0.0847. (5) The peptide sequence is FPDKYAAAF. The MHC is Mamu-A2201 with pseudo-sequence Mamu-A2201. The binding affinity (normalized) is 1.00.